From a dataset of Buchwald-Hartwig C-N cross coupling reaction yields with 55,370 reactions. Predict the reaction yield, written as a fraction of the theoretical maximum amount of product (1.0 means a 100% yield; for example, 0.34 means a 34% yield). (1) The yield is 0.116. The reactants are FC(F)(F)c1ccc(I)cc1.Cc1ccc(N)cc1.O=S(=O)(O[Pd]1c2ccccc2-c2ccccc2N~1)C(F)(F)F.CC(C)c1cc(C(C)C)c(-c2ccccc2P(C(C)(C)C)C(C)(C)C)c(C(C)C)c1.CCN=P(N=P(N(C)C)(N(C)C)N(C)C)(N(C)C)N(C)C.c1ccc(CN(Cc2ccccc2)c2ccno2)cc1. No catalyst specified. The product is Cc1ccc(Nc2ccc(C(F)(F)F)cc2)cc1. (2) The reactants are Clc1ccccn1.Cc1ccc(N)cc1.O=S(=O)(O[Pd]1c2ccccc2-c2ccccc2N~1)C(F)(F)F.COc1ccc(OC)c(P(C(C)(C)C)C(C)(C)C)c1-c1c(C(C)C)cc(C(C)C)cc1C(C)C.CCN=P(N=P(N(C)C)(N(C)C)N(C)C)(N(C)C)N(C)C.Fc1cccc(F)c1-c1ccno1. No catalyst specified. The product is Cc1ccc(Nc2ccccn2)cc1. The yield is 0.247. (3) The reactants are Brc1ccccn1.Cc1ccc(N)cc1.O=S(=O)(O[Pd]1c2ccccc2-c2ccccc2N~1)C(F)(F)F.COc1ccc(OC)c(P(C(C)(C)C)C(C)(C)C)c1-c1c(C(C)C)cc(C(C)C)cc1C(C)C.CN(C)C(=NC(C)(C)C)N(C)C.Cc1ccon1. No catalyst specified. The product is Cc1ccc(Nc2ccccn2)cc1. The yield is 0.775. (4) The reactants are FC(F)(F)c1ccc(Cl)cc1.Cc1ccc(N)cc1.O=S(=O)(O[Pd]1c2ccccc2-c2ccccc2N~1)C(F)(F)F.COc1ccc(OC)c(P(C(C)(C)C)C(C)(C)C)c1-c1c(C(C)C)cc(C(C)C)cc1C(C)C.CCN=P(N=P(N(C)C)(N(C)C)N(C)C)(N(C)C)N(C)C.CCOC(=O)c1cc(C)no1. No catalyst specified. The product is Cc1ccc(Nc2ccc(C(F)(F)F)cc2)cc1. The yield is 0.0130. (5) The reactants are Clc1ccccn1.Cc1ccc(N)cc1.O=S(=O)(O[Pd]1c2ccccc2-c2ccccc2N~1)C(F)(F)F.COc1ccc(OC)c(P([C@]23C[C@H]4C[C@H](C[C@H](C4)C2)C3)[C@]23C[C@H]4C[C@H](C[C@H](C4)C2)C3)c1-c1c(C(C)C)cc(C(C)C)cc1C(C)C.CCN=P(N=P(N(C)C)(N(C)C)N(C)C)(N(C)C)N(C)C.CCOC(=O)c1cnoc1. No catalyst specified. The product is Cc1ccc(Nc2ccccn2)cc1. The yield is 0. (6) The reactants are CCc1ccc(Br)cc1.Cc1ccc(N)cc1.O=S(=O)(O[Pd]1c2ccccc2-c2ccccc2N~1)C(F)(F)F.CC(C)c1cc(C(C)C)c(-c2ccccc2P(C2CCCCC2)C2CCCCC2)c(C(C)C)c1.CCN=P(N=P(N(C)C)(N(C)C)N(C)C)(N(C)C)N(C)C.c1ccc2oncc2c1. No catalyst specified. The product is CCc1ccc(Nc2ccc(C)cc2)cc1. The yield is 0.259.